From a dataset of Forward reaction prediction with 1.9M reactions from USPTO patents (1976-2016). Predict the product of the given reaction. (1) The product is: [Br:1][C:2]1[CH:7]=[C:6]([CH3:8])[C:5]([O:9][CH3:10])=[CH:4][C:3]=1[CH2:11][C:12]([Cl:18])=[O:14]. Given the reactants [Br:1][C:2]1[CH:7]=[C:6]([CH3:8])[C:5]([O:9][CH3:10])=[CH:4][C:3]=1[CH2:11][C:12]([OH:14])=O.C(Cl)(=O)C([Cl:18])=O, predict the reaction product. (2) Given the reactants [C:1]([OH:5])(=O)[CH2:2]O.[Cl:6][C:7]1[CH:8]=[C:9]([NH2:22])[C:10]([NH:13][CH2:14][CH2:15][CH2:16][N:17]2[CH:21]=[CH:20][N:19]=[CH:18]2)=[CH:11][CH:12]=1.C([O-])(O)=O.[Na+].C(Cl)Cl, predict the reaction product. The product is: [Cl:6][C:7]1[CH:12]=[CH:11][C:10]2[N:13]([CH2:14][CH2:15][CH2:16][N:17]3[CH:21]=[CH:20][N:19]=[CH:18]3)[C:2]([CH2:1][OH:5])=[N:22][C:9]=2[CH:8]=1. (3) Given the reactants Cl.[NH2:2][CH2:3][C:4]([NH2:6])=[O:5].[Cl:7][C:8]1[CH:9]=[C:10]([CH:24]=[CH:25][C:26]=1[Cl:27])[CH2:11][C:12]1[CH:13]=[N:14][C:15]2[N:16]([N:18]=[CH:19][C:20]=2[C:21](O)=[O:22])[CH:17]=1.C(N(CC)CC)C.CN(C(ON1N=NC2C=CC=CC1=2)=[N+](C)C)C.[B-](F)(F)(F)F, predict the reaction product. The product is: [NH2:6][C:4](=[O:5])[CH2:3][NH:2][C:21]([C:20]1[CH:19]=[N:18][N:16]2[CH:17]=[C:12]([CH2:11][C:10]3[CH:24]=[CH:25][C:26]([Cl:27])=[C:8]([Cl:7])[CH:9]=3)[CH:13]=[N:14][C:15]=12)=[O:22]. (4) Given the reactants Cl[C:2]([O:4][CH:5]([CH3:7])[CH3:6])=[O:3].[NH:8]1[CH2:13][CH2:12][CH:11]([C@H:14]2[CH2:16][C@H:15]2[CH2:17][CH2:18][OH:19])[CH2:10][CH2:9]1.C(=O)([O-])[O-].[Cs+].[Cs+], predict the reaction product. The product is: [OH:19][CH2:18][CH2:17][C@@H:15]1[CH2:16][C@@H:14]1[CH:11]1[CH2:10][CH2:9][N:8]([C:2]([O:4][CH:5]([CH3:7])[CH3:6])=[O:3])[CH2:13][CH2:12]1. (5) Given the reactants [C:1]([C:3]1[CH:8]=[CH:7][C:6]([N:9]2[C:13]([CH2:14][CH3:15])=[C:12]([C:16]([O:18]CC)=O)[CH:11]=[N:10]2)=[CH:5][CH:4]=1)#[N:2].FC(F)(F)C([N:25]1[CH2:30][CH2:29][N:28]([C:31]2[C:40]3[C:35](=[CH:36][C:37]4[CH2:43][CH2:42][NH:41][C:38]=4[CH:39]=3)[CH:34]=[CH:33][N:32]=2)[CH2:27][CH2:26]1)=O.C[Al](C)C.C([O-])([O-])=O.[K+].[K+], predict the reaction product. The product is: [C:1]([C:3]1[CH:4]=[CH:5][C:6]([N:9]2[C:13]([CH2:14][CH3:15])=[C:12]([C:16]([N:41]3[C:38]4[CH:39]=[C:40]5[C:35]([CH:34]=[CH:33][N:32]=[C:31]5[N:28]5[CH2:27][CH2:26][NH:25][CH2:30][CH2:29]5)=[CH:36][C:37]=4[CH2:43][CH2:42]3)=[O:18])[CH:11]=[N:10]2)=[CH:7][CH:8]=1)#[N:2]. (6) Given the reactants [NH2:1][C@H:2]1[CH2:6][CH2:5][N:4]([C@H:7]2[CH2:12][CH2:11][C@@H:10]([NH:13][C:14]([CH3:17])([CH3:16])[CH3:15])[CH2:9][C@H:8]2[C:18]([O:20][CH3:21])=[O:19])[C:3]1=[O:22].[F:23][C:24]([F:35])([F:34])[C:25]1[CH:26]=[C:27]([CH:31]=[CH:32][CH:33]=1)[C:28](O)=[O:29].CCN=C=NCCCN(C)C.C1C=CC2N(O)N=NC=2C=1.CCN(CC)CC, predict the reaction product. The product is: [C:14]([NH:13][C@H:10]1[CH2:9][C@@H:8]([C:18]([O:20][CH3:21])=[O:19])[C@@H:7]([N:4]2[CH2:5][CH2:6][C@H:2]([NH:1][C:28](=[O:29])[C:27]3[CH:31]=[CH:32][CH:33]=[C:25]([C:24]([F:23])([F:34])[F:35])[CH:26]=3)[C:3]2=[O:22])[CH2:12][CH2:11]1)([CH3:17])([CH3:16])[CH3:15]. (7) Given the reactants [C:1]([O:5][C:6](=[O:26])[NH:7][C@@H:8]1[C:17]2[C:12](=[CH:13][CH:14]=[CH:15][CH:16]=2)[C@@H:11]([O:18][C:19]2[CH:24]=[CH:23][N:22]=[C:21](Cl)[CH:20]=2)[CH2:10][CH2:9]1)([CH3:4])([CH3:3])[CH3:2].[CH3:27][O:28][CH2:29][C:30]([NH2:32])=[O:31].CC1(C)C2C(=C(P(C3C=CC=CC=3)C3C=CC=CC=3)C=CC=2)OC2C(P(C3C=CC=CC=3)C3C=CC=CC=3)=CC=CC1=2.C(=O)([O-])[O-].[K+].[K+], predict the reaction product. The product is: [C:1]([O:5][C:6](=[O:26])[NH:7][C@@H:8]1[C:17]2[C:12](=[CH:13][CH:14]=[CH:15][CH:16]=2)[C@@H:11]([O:18][C:19]2[CH:24]=[CH:23][N:22]=[C:21]([NH:32][C:30](=[O:31])[CH2:29][O:28][CH3:27])[CH:20]=2)[CH2:10][CH2:9]1)([CH3:4])([CH3:3])[CH3:2]. (8) Given the reactants [F:1][C:2]1[C:3]2[O:28][N:27]=[C:26]([C:29](=[S:31])[NH2:30])[C:4]=2[CH:5]=[C:6]2[C:19]=1[N:18]1[CH2:20][C@@H:21]([CH3:25])[O:22][C@@H:23]([CH3:24])[C@@H:17]1[C:8]1([C:13](=[O:14])[NH:12][C:11](=[O:15])[NH:10][C:9]1=[O:16])[CH2:7]2.CCO.Br[CH2:36][C:37](=O)[C:38]([O:40][CH2:41][CH3:42])=[O:39], predict the reaction product. The product is: [F:1][C:2]1[C:3]2[O:28][N:27]=[C:26]([C:29]3[S:31][CH:36]=[C:37]([C:38]([O:40][CH2:41][CH3:42])=[O:39])[N:30]=3)[C:4]=2[CH:5]=[C:6]2[C:19]=1[N:18]1[CH2:20][C@@H:21]([CH3:25])[O:22][C@@H:23]([CH3:24])[C@@H:17]1[C:8]1([C:13](=[O:14])[NH:12][C:11](=[O:15])[NH:10][C:9]1=[O:16])[CH2:7]2. (9) Given the reactants [N:1]1[CH:6]=[CH:5][CH:4]=[C:3]2[C:7]3[CH:13]=[CH:12][CH:11]=[C:10]([OH:14])[C:8]=3[O:9][C:2]=12.N1C=CC=CC=1.[S:21](O[S:21]([C:24]([F:27])([F:26])[F:25])(=[O:23])=[O:22])([C:24]([F:27])([F:26])[F:25])(=[O:23])=[O:22], predict the reaction product. The product is: [F:25][C:24]([F:27])([F:26])[S:21]([O:14][C:10]1[C:8]2[O:9][C:2]3[C:3]([C:7]=2[CH:13]=[CH:12][CH:11]=1)=[CH:4][CH:5]=[CH:6][N:1]=3)(=[O:23])=[O:22]. (10) The product is: [CH:27]12[NH:29][CH:24]([CH2:25][CH2:26]1)[CH2:23][CH:22]([CH2:21][NH:20][C:16]1[CH:15]=[C:14]3[C:19](=[CH:18][CH:17]=1)[NH:11][N:12]=[CH:13]3)[CH2:28]2. Given the reactants II.C[Si](C)(C)[Si](C)(C)C.[NH:11]1[C:19]2[C:14](=[CH:15][C:16]([NH:20][CH2:21][CH:22]3[CH2:28][CH:27]4[N:29](NC(OCC)=O)[CH:24]([CH2:25][CH2:26]4)[CH2:23]3)=[CH:17][CH:18]=2)[CH:13]=[N:12]1, predict the reaction product.